This data is from Peptide-MHC class II binding affinity with 134,281 pairs from IEDB. The task is: Regression. Given a peptide amino acid sequence and an MHC pseudo amino acid sequence, predict their binding affinity value. This is MHC class II binding data. The peptide sequence is TFGAASNKAFAEGLS. The MHC is HLA-DQA10401-DQB10402 with pseudo-sequence HLA-DQA10401-DQB10402. The binding affinity (normalized) is 0.543.